Dataset: NCI-60 drug combinations with 297,098 pairs across 59 cell lines. Task: Regression. Given two drug SMILES strings and cell line genomic features, predict the synergy score measuring deviation from expected non-interaction effect. (1) Drug 1: C1CCC(CC1)NC(=O)N(CCCl)N=O. Drug 2: CCCCCOC(=O)NC1=NC(=O)N(C=C1F)C2C(C(C(O2)C)O)O. Cell line: SF-539. Synergy scores: CSS=18.1, Synergy_ZIP=-8.92, Synergy_Bliss=-2.13, Synergy_Loewe=-17.9, Synergy_HSA=-2.76. (2) Drug 1: C1CNP(=O)(OC1)N(CCCl)CCCl. Drug 2: CC(C)CN1C=NC2=C1C3=CC=CC=C3N=C2N. Cell line: BT-549. Synergy scores: CSS=7.12, Synergy_ZIP=-3.55, Synergy_Bliss=-5.94, Synergy_Loewe=2.63, Synergy_HSA=-2.83. (3) Drug 1: C1CN1P(=S)(N2CC2)N3CC3. Drug 2: CC(C)NC(=O)C1=CC=C(C=C1)CNNC.Cl. Cell line: OVCAR3. Synergy scores: CSS=-3.74, Synergy_ZIP=8.11, Synergy_Bliss=14.8, Synergy_Loewe=4.11, Synergy_HSA=4.48. (4) Drug 1: C1=CC(=CC=C1CCCC(=O)O)N(CCCl)CCCl. Drug 2: C1C(C(OC1N2C=NC3=C(N=C(N=C32)Cl)N)CO)O. Cell line: UACC-257. Synergy scores: CSS=-4.16, Synergy_ZIP=-2.60, Synergy_Bliss=-6.59, Synergy_Loewe=-9.39, Synergy_HSA=-9.02. (5) Drug 1: CN(C)C1=NC(=NC(=N1)N(C)C)N(C)C. Drug 2: CC1=C2C(C(=O)C3(C(CC4C(C3C(C(C2(C)C)(CC1OC(=O)C(C(C5=CC=CC=C5)NC(=O)C6=CC=CC=C6)O)O)OC(=O)C7=CC=CC=C7)(CO4)OC(=O)C)O)C)OC(=O)C. Cell line: NCIH23. Synergy scores: CSS=26.1, Synergy_ZIP=3.62, Synergy_Bliss=3.21, Synergy_Loewe=-23.1, Synergy_HSA=2.12. (6) Drug 1: CC(C1=C(C=CC(=C1Cl)F)Cl)OC2=C(N=CC(=C2)C3=CN(N=C3)C4CCNCC4)N. Drug 2: CCC1=C2CN3C(=CC4=C(C3=O)COC(=O)C4(CC)O)C2=NC5=C1C=C(C=C5)O. Cell line: MALME-3M. Synergy scores: CSS=17.5, Synergy_ZIP=-8.08, Synergy_Bliss=-0.0383, Synergy_Loewe=-15.8, Synergy_HSA=-0.0105.